Dataset: Full USPTO retrosynthesis dataset with 1.9M reactions from patents (1976-2016). Task: Predict the reactants needed to synthesize the given product. (1) Given the product [CH3:17][C:10]1[CH:9]=[C:8]([CH:6]([N:25]2[C:24]([C:19]([F:18])([F:33])[C:20]([F:23])([F:22])[F:21])=[N:28][C:27]([C:29]([F:30])([F:31])[F:32])=[N:26]2)[CH3:7])[CH:13]=[CH:12][C:11]=1[N+:14]([O-:16])=[O:15].[CH3:17][C:10]1[CH:9]=[C:8]([CH:6]([N:26]2[C:27]([C:29]([F:32])([F:31])[F:30])=[N:28][C:24]([C:19]([F:18])([F:33])[C:20]([F:21])([F:22])[F:23])=[N:25]2)[CH3:7])[CH:13]=[CH:12][C:11]=1[N+:14]([O-:16])=[O:15], predict the reactants needed to synthesize it. The reactants are: CS(O[CH:6]([C:8]1[CH:13]=[CH:12][C:11]([N+:14]([O-:16])=[O:15])=[C:10]([CH3:17])[CH:9]=1)[CH3:7])(=O)=O.[F:18][C:19]([F:33])([C:24]1[N:28]=[C:27]([C:29]([F:32])([F:31])[F:30])[NH:26][N:25]=1)[C:20]([F:23])([F:22])[F:21].C(=O)([O-])[O-].[K+].[K+].C1OCCOCCOCCOCCOCCOC1. (2) Given the product [CH2:4]([O:5][C:6]([C@@H:8]1[CH2:12][C@H:11]([N:13]([CH3:14])[CH3:15])[CH2:10][NH:9]1)=[O:7])[CH2:16][CH2:17][CH3:18], predict the reactants needed to synthesize it. The reactants are: Cl.Cl.Cl.[CH3:4][O:5][C:6]([C@@H:8]1[CH2:12][C@H:11]([N:13]([CH3:15])[CH3:14])[CH2:10][NH:9]1)=[O:7].[CH2:16](O)[CH2:17][CH2:18]C. (3) Given the product [Cl:10][C:6]1[N:5]=[CH:4][C:3]([C:11]([N:13]2[CH2:18][CH2:17][CH:16]([C:19]3[CH:24]=[CH:23][C:22]([F:25])=[CH:21][CH:20]=3)[CH2:15][CH2:14]2)=[O:12])=[C:2]([NH:26][C:27]2[CH:32]=[CH:31][CH:30]=[CH:29][CH:28]=2)[C:7]=1[CH2:8][CH3:9], predict the reactants needed to synthesize it. The reactants are: Cl[C:2]1[C:7]([CH2:8][CH3:9])=[C:6]([Cl:10])[N:5]=[CH:4][C:3]=1[C:11]([N:13]1[CH2:18][CH2:17][CH:16]([C:19]2[CH:24]=[CH:23][C:22]([F:25])=[CH:21][CH:20]=2)[CH2:15][CH2:14]1)=[O:12].[NH2:26][C:27]1[CH:32]=[CH:31][CH:30]=[CH:29][CH:28]=1. (4) Given the product [CH3:1][O:2][C:3]([C@H:5]1[C@@H:10]([NH:11][C:3]([O:2][CH2:1][C:28]2[CH:27]=[CH:9][CH:10]=[CH:5][CH:6]=2)=[O:4])[CH2:9][CH2:8][N:7]([C:12]([O:14][C:15]([CH3:18])([CH3:17])[CH3:16])=[O:13])[CH2:6]1)=[O:4], predict the reactants needed to synthesize it. The reactants are: [CH3:1][O:2][C:3]([C@H:5]1[C@@H:10]([NH2:11])[CH2:9][CH2:8][N:7]([C:12]([O:14][C:15]([CH3:18])([CH3:17])[CH3:16])=[O:13])[CH2:6]1)=[O:4].C(Cl)Cl.CCN([CH2:27][CH3:28])CC. (5) Given the product [CH:31]1[C:30]([C:11]2[S:10][C:9]3[CH:40]=[C:5]([OH:4])[CH:6]=[CH:7][C:8]=3[C:12]=2[C:13]([C:14]2[CH:15]=[CH:16][C:17]([O:20][CH2:21][CH2:22][N:23]3[CH2:28][CH2:27][CH2:26][CH2:25][CH2:24]3)=[CH:18][CH:19]=2)=[O:29])=[CH:35][CH:34]=[C:33]([OH:36])[CH:32]=1.[ClH:42], predict the reactants needed to synthesize it. The reactants are: C([O:4][C:5]1[CH:6]=[CH:7][C:8]2[C:12]([C:13](=[O:29])[C:14]3[CH:19]=[CH:18][C:17]([O:20][CH2:21][CH2:22][N:23]4[CH2:28][CH2:27][CH2:26][CH2:25][CH2:24]4)=[CH:16][CH:15]=3)=[C:11]([C:30]3[CH:35]=[CH:34][C:33]([O:36]C(=O)C)=[CH:32][CH:31]=3)[S:10][C:9]=2[CH:40]=1)(=O)C.[OH-].[ClH:42]. (6) Given the product [CH3:7][O:8][C:9]1[N:10]=[CH:11][C:12]([CH2:13][OH:14])=[CH:17][CH:18]=1, predict the reactants needed to synthesize it. The reactants are: [H-].[Al+3].[Li+].[H-].[H-].[H-].[CH3:7][O:8][C:9]1[CH:18]=[CH:17][C:12]([C:13](OC)=[O:14])=[CH:11][N:10]=1.